From a dataset of Forward reaction prediction with 1.9M reactions from USPTO patents (1976-2016). Predict the product of the given reaction. (1) Given the reactants [CH:1]1(Br)[CH2:5][CH2:4][CH2:3][CH2:2]1.[OH:7][C:8]1[C:9]([CH3:18])=[N:10][CH:11]=[C:12]([CH:17]=1)[C:13]([O:15][CH3:16])=[S:14].C(=O)([O-])[O-].[K+].[K+], predict the reaction product. The product is: [CH:1]1([O:7][C:8]2[C:9]([CH3:18])=[N:10][CH:11]=[C:12]([CH:17]=2)[C:13]([O:15][CH3:16])=[S:14])[CH2:5][CH2:4][CH2:3][CH2:2]1. (2) Given the reactants [OH:1][C:2]1[CH:3]=[C:4]([CH:14]=[C:15]([O:17][C@@H:18]([CH3:22])[CH2:19][O:20][CH3:21])[CH:16]=1)[C:5]([NH:7][C:8]1[CH:12]=[CH:11][N:10]([CH3:13])[N:9]=1)=[O:6].[CH3:23][O:24][C:25](=[O:34])[C:26]1[CH:31]=[CH:30][C:29](F)=[C:28]([Cl:33])[CH:27]=1.C(=O)([O-])[O-].[K+].[K+], predict the reaction product. The product is: [Cl:33][C:28]1[CH:27]=[C:26]([CH:31]=[CH:30][C:29]=1[O:1][C:2]1[CH:3]=[C:4]([C:5]([NH:7][C:8]2[CH:12]=[CH:11][N:10]([CH3:13])[N:9]=2)=[O:6])[CH:14]=[C:15]([O:17][C@@H:18]([CH3:22])[CH2:19][O:20][CH3:21])[CH:16]=1)[C:25]([O:24][CH3:23])=[O:34]. (3) Given the reactants C[O:2][C:3](=O)[CH2:4][C:5]1[S:9][C:8]([NH:10][C:11]([NH:13][C:14]2[CH:19]=[CH:18][CH:17]=[C:16]([C:20]([F:23])([F:22])[F:21])[CH:15]=2)=[O:12])=[N:7][CH:6]=1.[H-].[Al+3].[Li+].[H-].[H-].[H-], predict the reaction product. The product is: [OH:2][CH2:3][CH2:4][C:5]1[S:9][C:8]([NH:10][C:11]([NH:13][C:14]2[CH:19]=[CH:18][CH:17]=[C:16]([C:20]([F:22])([F:23])[F:21])[CH:15]=2)=[O:12])=[N:7][CH:6]=1.